Dataset: Full USPTO retrosynthesis dataset with 1.9M reactions from patents (1976-2016). Task: Predict the reactants needed to synthesize the given product. (1) Given the product [ClH:32].[CH3:1][C:2]1[CH:7]=[CH:6][CH:5]=[CH:4][C:3]=1[C:8]1[CH:9]=[CH:10][C:11]2[O:17][CH2:16][CH2:15][NH:14][CH2:13][C:12]=2[CH:25]=1, predict the reactants needed to synthesize it. The reactants are: [CH3:1][C:2]1[CH:7]=[CH:6][CH:5]=[CH:4][C:3]=1[C:8]1[CH:9]=[CH:10][C:11]2[O:17][CH2:16][CH2:15][N:14](C(OC(C)(C)C)=O)[CH2:13][C:12]=2[CH:25]=1.C(OCC)(=O)C.[ClH:32]. (2) Given the product [O:3]1[CH:7]=[CH:6][CH:5]=[C:4]1[C:8]1[CH:16]=[CH:15][C:11]([C:12]([O-:14])=[O:13])=[C:10]([NH:17][C:18]([C:20]2[CH:21]=[N:22][CH:23]=[C:24]([C:26]3[CH:27]=[CH:28][CH:29]=[CH:30][CH:31]=3)[CH:25]=2)=[O:19])[CH:9]=1.[Na+:2], predict the reactants needed to synthesize it. The reactants are: [OH-].[Na+:2].[O:3]1[CH:7]=[CH:6][CH:5]=[C:4]1[C:8]1[CH:16]=[CH:15][C:11]([C:12]([OH:14])=[O:13])=[C:10]([NH:17][C:18]([C:20]2[CH:21]=[N:22][CH:23]=[C:24]([C:26]3[CH:31]=[CH:30][CH:29]=[CH:28][CH:27]=3)[CH:25]=2)=[O:19])[CH:9]=1. (3) Given the product [C:8]12([CH2:7][O:6][C:21]3[CH:22]=[CH:23][C:24]([CH2:27][CH2:28][NH:29][C:30](=[O:36])[O:31][C:32]([CH3:34])([CH3:33])[CH3:35])=[CH:25][CH:26]=3)[CH2:17][CH:12]3[CH2:13][CH:14]([CH2:16][CH:10]([CH2:11]3)[CH2:9]1)[CH2:15]2, predict the reactants needed to synthesize it. The reactants are: FC(F)(F)S([O:6][CH2:7][C:8]12[CH2:17][CH:12]3[CH2:13][CH:14]([CH2:16][CH:10]([CH2:11]3)[CH2:9]1)[CH2:15]2)(=O)=O.O[C:21]1[CH:26]=[CH:25][C:24]([CH2:27][CH2:28][NH:29][C:30](=[O:36])[O:31][C:32]([CH3:35])([CH3:34])[CH3:33])=[CH:23][CH:22]=1.C(=O)([O-])[O-].[Cs+].[Cs+].O. (4) Given the product [CH2:36]([O:43][C:34]([NH:31][C:24]1[C:19](=[O:18])[NH:20][C:21]([CH3:28])=[CH:22][CH:23]=1)=[O:8])[C:37]1[CH:42]=[CH:41][CH:40]=[CH:39][CH:38]=1, predict the reactants needed to synthesize it. The reactants are: C1C=CC(P(N=[N+]=[N-])(C2C=CC=CC=2)=[O:8])=CC=1.[OH:18][C:19]1[C:24](C(O)=O)=[CH:23][CH:22]=[C:21]([CH3:28])[N:20]=1.C([N:31]([CH2:34]C)CC)C.[CH2:36]([OH:43])[C:37]1[CH:42]=[CH:41][CH:40]=[CH:39][CH:38]=1. (5) Given the product [Cl:1][C:2]1[CH:3]=[C:4]([C:12]2[S:13][C:14]([C:17]3[CH:22]=[CH:21][N:20]=[C:19]4[N:23]([CH2:26][CH2:27][C:28]([OH:30])=[O:29])[CH:24]=[CH:25][C:18]=34)=[CH:15][N:16]=2)[CH:5]=[CH:6][C:7]=1[O:8][CH:9]([CH3:11])[CH3:10], predict the reactants needed to synthesize it. The reactants are: [Cl:1][C:2]1[CH:3]=[C:4]([C:12]2[S:13][C:14]([C:17]3[CH:22]=[CH:21][N:20]=[C:19]4[N:23]([CH2:26][CH2:27][C:28]([O:30]CC)=[O:29])[CH:24]=[CH:25][C:18]=34)=[CH:15][N:16]=2)[CH:5]=[CH:6][C:7]=1[O:8][CH:9]([CH3:11])[CH3:10].[OH-].[Na+].Cl. (6) Given the product [NH2:24][C:21]1[CH:22]=[CH:23][C:18]([C:16]([NH:15][C@H:11]2[CH2:12][CH2:13][CH2:14][C@@H:9]([NH:8][C:5]3[N:4]=[C:3]([C:32]4[C:40]5[C:35](=[CH:36][CH:37]=[CH:38][CH:39]=5)[NH:34][C:33]=4[CH3:41])[C:2]([Cl:1])=[CH:7][N:6]=3)[CH2:10]2)=[O:17])=[CH:19][CH:20]=1, predict the reactants needed to synthesize it. The reactants are: [Cl:1][C:2]1[C:3]([C:32]2[C:40]3[C:35](=[CH:36][CH:37]=[CH:38][CH:39]=3)[NH:34][C:33]=2[CH3:41])=[N:4][C:5]([NH:8][C@@H:9]2[CH2:14][CH2:13][CH2:12][C@H:11]([NH:15][C:16]([C:18]3[CH:23]=[CH:22][C:21]([NH:24]C(=O)OC(C)(C)C)=[CH:20][CH:19]=3)=[O:17])[CH2:10]2)=[N:6][CH:7]=1.Cl.CC(=O)OCC.